Task: Regression. Given two drug SMILES strings and cell line genomic features, predict the synergy score measuring deviation from expected non-interaction effect.. Dataset: NCI-60 drug combinations with 297,098 pairs across 59 cell lines (1) Drug 1: CN(C)N=NC1=C(NC=N1)C(=O)N. Drug 2: CCN(CC)CCNC(=O)C1=C(NC(=C1C)C=C2C3=C(C=CC(=C3)F)NC2=O)C. Cell line: A498. Synergy scores: CSS=2.03, Synergy_ZIP=-0.160, Synergy_Bliss=2.22, Synergy_Loewe=0.0280, Synergy_HSA=0.850. (2) Drug 2: C(CC(=O)O)C(=O)CN.Cl. Drug 1: CC1OCC2C(O1)C(C(C(O2)OC3C4COC(=O)C4C(C5=CC6=C(C=C35)OCO6)C7=CC(=C(C(=C7)OC)O)OC)O)O. Synergy scores: CSS=21.6, Synergy_ZIP=-3.73, Synergy_Bliss=-3.04, Synergy_Loewe=-15.9, Synergy_HSA=-1.14. Cell line: SF-539.